From a dataset of Catalyst prediction with 721,799 reactions and 888 catalyst types from USPTO. Predict which catalyst facilitates the given reaction. (1) Reactant: [C:1]([O:5][C:6]([NH:8][CH2:9][CH2:10][N:11]([C:43]([O:45][C:46]([CH3:49])([CH3:48])[CH3:47])=[O:44])[CH2:12][CH:13]([CH2:33][CH2:34][O:35]CC1C=CC=CC=1)[CH2:14][N:15]([C:26]([O:28][C:29]([CH3:32])([CH3:31])[CH3:30])=[O:27])[CH2:16][CH2:17][NH:18][C:19]([O:21][C:22]([CH3:25])([CH3:24])[CH3:23])=[O:20])=[O:7])([CH3:4])([CH3:3])[CH3:2]. Product: [C:22]([O:21][C:19]([NH:18][CH2:17][CH2:16][N:15]([C:26]([O:28][C:29]([CH3:32])([CH3:31])[CH3:30])=[O:27])[CH2:14][CH:13]([CH2:33][CH2:34][OH:35])[CH2:12][N:11]([C:43]([O:45][C:46]([CH3:48])([CH3:47])[CH3:49])=[O:44])[CH2:10][CH2:9][NH:8][C:6]([O:5][C:1]([CH3:4])([CH3:3])[CH3:2])=[O:7])=[O:20])([CH3:23])([CH3:24])[CH3:25]. The catalyst class is: 29. (2) Reactant: [Br:1][C:2]1[CH:11]=[CH:10][C:5]2[C:6](=[O:9])[O:7][CH2:8][C:4]=2[C:3]=1[CH2:12][CH:13]=C.[O:15]=[O+][O-].[BH4-].[Na+]. The catalyst class is: 100. Product: [Br:1][C:2]1[CH:11]=[CH:10][C:5]2[C:6](=[O:9])[O:7][CH2:8][C:4]=2[C:3]=1[CH2:12][CH2:13][OH:15]. (3) Reactant: [CH3:1][O:2][C:3]1[C:4]([N+:17]([O-:19])=[O:18])=[C:5]([NH:9][C:10](=[O:16])[O:11][C:12]([CH3:15])([CH3:14])[CH3:13])[CH:6]=[CH:7][CH:8]=1.CS(O[CH2:25][CH2:26][CH2:27][CH2:28][O:29][CH3:30])(=O)=O.C(=O)([O-])[O-].[Cs+].[Cs+]. Product: [CH3:30][O:29][CH2:28][CH2:27][CH2:26][CH2:25][N:9]([C:5]1[CH:6]=[CH:7][CH:8]=[C:3]([O:2][CH3:1])[C:4]=1[N+:17]([O-:19])=[O:18])[C:10](=[O:16])[O:11][C:12]([CH3:15])([CH3:13])[CH3:14]. The catalyst class is: 9. (4) The catalyst class is: 5. Product: [NH2:23][CH:7]1[CH2:6][CH2:5][N:4]([C:9]([O:11][C:12]([CH3:15])([CH3:14])[CH3:13])=[O:10])[CH2:3][C:2]1([CH3:16])[CH3:1]. Reactant: [CH3:1][C:2]1([CH3:16])[C:7](=O)[CH2:6][CH2:5][N:4]([C:9]([O:11][C:12]([CH3:15])([CH3:14])[CH3:13])=[O:10])[CH2:3]1.C([O-])(=O)C.[NH4+].C([BH3-])#[N:23].[Na+]. (5) Reactant: [CH:1]1[C:10]2[C:5](=[CH:6][CH:7]=[CH:8][CH:9]=2)[CH:4]=[CH:3][C:2]=1[N:11]1[CH2:15][CH2:14][NH:13][C:12]1=[O:16].Br[C:18]1[CH:19]=[N:20][CH:21]=[C:22]([Cl:24])[CH:23]=1.N[C@@H]1CCCC[C@H]1N.C(=O)([O-])[O-].[K+].[K+]. Product: [Cl:24][C:22]1[CH:23]=[C:18]([N:13]2[CH2:14][CH2:15][N:11]([C:2]3[CH:3]=[CH:4][C:5]4[C:10](=[CH:9][CH:8]=[CH:7][CH:6]=4)[CH:1]=3)[C:12]2=[O:16])[CH:19]=[N:20][CH:21]=1. The catalyst class is: 246. (6) Reactant: Br[C:2]1[CH:13]=[N:12][C:5]2[NH:6][C:7](=[O:11])[CH2:8][O:9][CH2:10][C:4]=2[CH:3]=1.[C:14]([O:18][C:19]([CH3:22])([CH3:21])[CH3:20])(=[O:17])[CH:15]=[CH2:16].C(N(C(C)C)C(C)C)C.CC1C=CC=CC=1P(C1C=CC=CC=1C)C1C=CC=CC=1C. Product: [C:19]([O:18][C:14](=[O:17])[CH:15]=[CH:16][C:2]1[CH:13]=[N:12][C:5]2[NH:6][C:7](=[O:11])[CH2:8][O:9][CH2:10][C:4]=2[CH:3]=1)([CH3:22])([CH3:21])[CH3:20]. The catalyst class is: 416.